This data is from Full USPTO retrosynthesis dataset with 1.9M reactions from patents (1976-2016). The task is: Predict the reactants needed to synthesize the given product. (1) The reactants are: C([O:3][C:4]([C:6]1[CH:7]=[N:8][C:9]2[C:14]([CH:15]=1)=[C:13]([C:16]1[CH:21]=[CH:20][C:19]([Cl:22])=[CH:18][CH:17]=1)[CH:12]=[N:11][CH:10]=2)=[O:5])C.O1CCOCC1.[OH-].[Li+]. Given the product [Cl:22][C:19]1[CH:18]=[CH:17][C:16]([C:13]2[CH:12]=[N:11][CH:10]=[C:9]3[C:14]=2[CH:15]=[C:6]([C:4]([OH:5])=[O:3])[CH:7]=[N:8]3)=[CH:21][CH:20]=1, predict the reactants needed to synthesize it. (2) Given the product [N+:20]([C:23]1[CH:30]=[CH:29][C:26]([CH2:27][N:4]2[CH2:3][CH2:2][N:1]([C:7]3[CH:8]=[CH:9][C:10]4[N:11]([C:13]([C:16]([F:17])([F:18])[F:19])=[N:14][N:15]=4)[N:12]=3)[CH2:6][CH2:5]2)=[CH:25][CH:24]=1)([O-:22])=[O:21], predict the reactants needed to synthesize it. The reactants are: [N:1]1([C:7]2[CH:8]=[CH:9][C:10]3[N:11]([C:13]([C:16]([F:19])([F:18])[F:17])=[N:14][N:15]=3)[N:12]=2)[CH2:6][CH2:5][NH:4][CH2:3][CH2:2]1.[N+:20]([C:23]1[CH:30]=[CH:29][C:26]([CH:27]=O)=[CH:25][CH:24]=1)([O-:22])=[O:21]. (3) Given the product [Cl:1][C:2]1[CH:3]=[C:4]([C:9]2([C:22]([F:23])([F:25])[F:24])[O:13][N:12]=[C:11]([C:14]3[CH:15]=[CH:16][C:17]([CH3:21])=[C:18]([NH:19][C:26](=[O:33])[C:27]4[CH:32]=[CH:31][CH:30]=[N:29][CH:28]=4)[CH:20]=3)[CH2:10]2)[CH:5]=[C:6]([Cl:8])[CH:7]=1, predict the reactants needed to synthesize it. The reactants are: [Cl:1][C:2]1[CH:3]=[C:4]([C:9]2([C:22]([F:25])([F:24])[F:23])[O:13][N:12]=[C:11]([C:14]3[CH:15]=[CH:16][C:17]([CH3:21])=[C:18]([CH:20]=3)[NH2:19])[CH2:10]2)[CH:5]=[C:6]([Cl:8])[CH:7]=1.[C:26](O)(=[O:33])[C:27]1[CH:32]=[CH:31][CH:30]=[N:29][CH:28]=1.Cl.C(N(CC)CCCN=C=NCC)C.C(=O)([O-])O.[Na+]. (4) Given the product [CH3:3][O:4][C:5](=[O:28])[CH2:6][C@@H:7]([OH:27])[C@H:8]([N:18]([C:20]([O:22][C:23]([CH3:24])([CH3:25])[CH3:26])=[O:21])[CH3:19])[CH2:9][C:10]1[CH:15]=[CH:14][C:13]([Cl:16])=[C:12]([Cl:17])[CH:11]=1, predict the reactants needed to synthesize it. The reactants are: [BH4-].[Na+].[CH3:3][O:4][C:5](=[O:28])[CH2:6][C:7](=[O:27])[C@H:8]([N:18]([C:20]([O:22][C:23]([CH3:26])([CH3:25])[CH3:24])=[O:21])[CH3:19])[CH2:9][C:10]1[CH:15]=[CH:14][C:13]([Cl:16])=[C:12]([Cl:17])[CH:11]=1.O.CO. (5) Given the product [F:48][C:35]1[CH:34]=[C:33]([C:20]2[CH:21]=[N:22][C:15]([N:12]3[CH2:11][CH2:10][CH:9]([C:6]4[N:5]=[C:4]([CH:1]([CH3:3])[CH3:2])[O:8][N:7]=4)[CH2:14][CH2:13]3)=[C:16]([CH:19]=2)[C:17]#[N:18])[CH:38]=[CH:37][C:36]=1[N:39]1[C:43](=[O:44])[N:42]([CH2:45][CH2:46][CH3:47])[N:41]=[CH:40]1, predict the reactants needed to synthesize it. The reactants are: [CH:1]([C:4]1[O:8][N:7]=[C:6]([CH:9]2[CH2:14][CH2:13][N:12]([C:15]3[N:22]=[CH:21][C:20](B4OC(C)(C)C(C)(C)O4)=[CH:19][C:16]=3[C:17]#[N:18])[CH2:11][CH2:10]2)[N:5]=1)([CH3:3])[CH3:2].Br[C:33]1[CH:38]=[CH:37][C:36]([N:39]2[C:43](=[O:44])[N:42]([CH2:45][CH2:46][CH3:47])[N:41]=[CH:40]2)=[C:35]([F:48])[CH:34]=1.C(=O)([O-])[O-].[Na+].[Na+]. (6) Given the product [NH2:1][C:2]1[C:3]2[N:4]([C:8]([C@@H:26]3[CH2:31][CH2:30][CH2:29][CH2:28][N:27]3[C:37](=[O:38])/[CH:36]=[CH:35]/[CH2:34][O:33][CH3:32])=[N:9][C:10]=2[C:11]2[CH:25]=[CH:24][C:14]([C:15]([NH:17][C:18]3[CH:23]=[CH:22][CH:21]=[CH:20][N:19]=3)=[O:16])=[CH:13][CH:12]=2)[CH:5]=[CH:6][N:7]=1, predict the reactants needed to synthesize it. The reactants are: [NH2:1][C:2]1[C:3]2[N:4]([C:8]([C@@H:26]3[CH2:31][CH2:30][CH2:29][CH2:28][NH:27]3)=[N:9][C:10]=2[C:11]2[CH:25]=[CH:24][C:14]([C:15]([NH:17][C:18]3[CH:23]=[CH:22][CH:21]=[CH:20][N:19]=3)=[O:16])=[CH:13][CH:12]=2)[CH:5]=[CH:6][N:7]=1.[CH3:32][O:33][CH2:34]/[CH:35]=[CH:36]/[C:37](O)=[O:38].